The task is: Predict the product of the given reaction.. This data is from Forward reaction prediction with 1.9M reactions from USPTO patents (1976-2016). (1) Given the reactants C(Cl)CCl.CCN(CC)CC.[C:12]([NH:19][C@H:20]([C:22]([OH:24])=[O:23])[CH3:21])([O:14][C:15]([CH3:18])([CH3:17])[CH3:16])=[O:13].[CH3:25][O:26][CH2:27][CH:28](O)[CH2:29][O:30][CH3:31], predict the reaction product. The product is: [C:15]([O:14][C:12]([NH:19][C@@H:20]([CH3:21])[C:22]([O:24][CH:28]([CH2:29][O:30][CH3:31])[CH2:27][O:26][CH3:25])=[O:23])=[O:13])([CH3:18])([CH3:16])[CH3:17]. (2) The product is: [C:22]([C:27]1[N:8]([CH2:9][CH:10]2[CH2:11][CH2:12][CH:13]([F:16])[CH2:14][CH2:15]2)[C:7]2[CH:6]=[CH:5][C:4]([NH:17][C:18](=[O:20])[CH3:19])=[CH:3][C:2]=2[N:1]=1)([CH3:26])([CH3:23])[CH3:21]. Given the reactants [NH2:1][C:2]1[CH:3]=[C:4]([NH:17][C:18](=[O:20])[CH3:19])[CH:5]=[CH:6][C:7]=1[NH:8][CH2:9][CH:10]1[CH2:15][CH2:14][CH:13]([F:16])[CH2:12][CH2:11]1.[CH3:21][C:22]([CH3:27])([CH3:26])[C:23](Cl)=O, predict the reaction product. (3) Given the reactants C1(P(C2CCCCC2)[C:8]2[CH:13]=[CH:12][CH:11]=[CH:10][C:9]=2[C:14]2C=CC=C[C:15]=2[N:20]([CH3:22])[CH3:21])CCCCC1.CC(C)([O-])C.[K+].C1C2C(=CC=CC=2)CCN1.BrC1[CH:47]=[CH:48][C:49]([CH3:60])=[C:50]([NH:52][C:53](=[O:59])[CH2:54][C:55]([CH3:58])([CH3:57])[CH3:56])[CH:51]=1, predict the reaction product. The product is: [CH2:22]1[C:8]2[C:9](=[CH:10][CH:11]=[CH:12][CH:13]=2)[CH2:14][CH2:15][N:20]1[C:21]1[CH:47]=[CH:48][C:49]([CH3:60])=[C:50]([NH:52][C:53](=[O:59])[CH2:54][C:55]([CH3:56])([CH3:57])[CH3:58])[CH:51]=1. (4) Given the reactants Br[C:2]1[O:3][C:4]2[C:24]([O:25]C(=O)C)=[C:23]([O:29][CH3:30])[CH:22]=[CH:21][C:5]=2[C:6]=1[C:7](=[O:20])[C:8]1[CH:13]=[C:12]([O:14][CH3:15])[C:11]([O:16][CH3:17])=[C:10]([O:18][CH3:19])[CH:9]=1.[CH3:31][NH2:32], predict the reaction product. The product is: [CH3:31][NH:32][C:2]1[O:3][C:4]2[C:24]([OH:25])=[C:23]([O:29][CH3:30])[CH:22]=[CH:21][C:5]=2[C:6]=1[C:7](=[O:20])[C:8]1[CH:13]=[C:12]([O:14][CH3:15])[C:11]([O:16][CH3:17])=[C:10]([O:18][CH3:19])[CH:9]=1. (5) Given the reactants [S:1]1[CH:5]=[CH:4][N:3]=[CH:2]1.C([Li])CCC.[O:11]1[CH2:16][CH2:15][C:14](=[O:17])[CH2:13][CH2:12]1.[I:18]I, predict the reaction product. The product is: [I:18][C:5]1[S:1][C:2]([C:14]2([OH:17])[CH2:15][CH2:16][O:11][CH2:12][CH2:13]2)=[N:3][CH:4]=1. (6) Given the reactants C([N:4]1[CH2:9][CH2:8][C:7]2([CH2:15][CH2:14][C:13](=[O:16])[C:12]3[CH:17]=[CH:18][CH:19]=[CH:20][C:11]=3[NH:10]2)[CH2:6][CH2:5]1)(=O)C, predict the reaction product. The product is: [NH:4]1[CH2:9][CH2:8][C:7]2([CH2:15][CH2:14][C:13](=[O:16])[C:12]3[CH:17]=[CH:18][CH:19]=[CH:20][C:11]=3[NH:10]2)[CH2:6][CH2:5]1.